From a dataset of Peptide-MHC class II binding affinity with 134,281 pairs from IEDB. Regression. Given a peptide amino acid sequence and an MHC pseudo amino acid sequence, predict their binding affinity value. This is MHC class II binding data. The peptide sequence is SGLFQFIFFLLLAGR. The MHC is DRB1_0405 with pseudo-sequence DRB1_0405. The binding affinity (normalized) is 0.215.